The task is: Predict the reaction yield, written as a fraction of the theoretical maximum amount of product (1.0 means a 100% yield; for example, 0.34 means a 34% yield).. This data is from Reaction yield outcomes from USPTO patents with 853,638 reactions. The reactants are CS([C:5]1[N:10]=[C:9]([C:11]2[C:19]3[C:14](=[N:15][CH:16]=[C:17]([C:20]([F:23])([F:22])[F:21])[CH:18]=3)[N:13](S(C3C=CC(C)=CC=3)(=O)=O)[CH:12]=2)[C:8]([C:34]#[N:35])=[CH:7][N:6]=1)(=O)=O.[NH2:36][CH:37]([C:39]1[CH:40]=[CH:41][C:42]([C:45]2([OH:52])[CH2:50][CH2:49][N:48]([CH3:51])[CH2:47][CH2:46]2)=[N:43][CH:44]=1)[CH3:38].[OH-].[Li+]. The catalyst is O1CCCC1. The product is [OH:52][C:45]1([C:42]2[N:43]=[CH:44][C:39]([CH:37]([NH:36][C:5]3[N:10]=[C:9]([C:11]4[C:19]5[C:14](=[N:15][CH:16]=[C:17]([C:20]([F:21])([F:22])[F:23])[CH:18]=5)[NH:13][CH:12]=4)[C:8]([C:34]#[N:35])=[CH:7][N:6]=3)[CH3:38])=[CH:40][CH:41]=2)[CH2:50][CH2:49][N:48]([CH3:51])[CH2:47][CH2:46]1. The yield is 0.0900.